From a dataset of Reaction yield outcomes from USPTO patents with 853,638 reactions. Predict the reaction yield, written as a fraction of the theoretical maximum amount of product (1.0 means a 100% yield; for example, 0.34 means a 34% yield). (1) The reactants are [CH3:13][C:12]([O:11][C:9](O[C:9]([O:11][C:12]([CH3:15])([CH3:14])[CH3:13])=[O:10])=[O:10])([CH3:15])[CH3:14].Cl.[NH2:17][CH2:18][C@H:19]([C:23]1[CH:28]=[CH:27][C:26]([Cl:29])=[CH:25][CH:24]=1)[C:20]([OH:22])=[O:21].O.O.O.O.O.[OH-].C[N+](C)(C)C.CC#N. The catalyst is O. The product is [C:12]([O:11][C:9]([NH:17][CH2:18][C@H:19]([C:23]1[CH:24]=[CH:25][C:26]([Cl:29])=[CH:27][CH:28]=1)[C:20]([OH:22])=[O:21])=[O:10])([CH3:13])([CH3:14])[CH3:15]. The yield is 0.906. (2) The reactants are [F:1][C:2]([F:23])([F:22])[C:3]1[CH:4]=[C:5]([N:9]2[CH:14]=[CH:13][C:12](=[O:15])[C:11]([C:16]#[C:17][Si](C)(C)C)=[N:10]2)[CH:6]=[CH:7][CH:8]=1.Cl. The catalyst is CO.[OH-].[Na+]. The product is [C:16]([C:11]1[C:12](=[O:15])[CH:13]=[CH:14][N:9]([C:5]2[CH:6]=[CH:7][CH:8]=[C:3]([C:2]([F:23])([F:22])[F:1])[CH:4]=2)[N:10]=1)#[CH:17]. The yield is 0.590. (3) The reactants are Cl.[Cl:2][C:3]1[N:8]=[CH:7][C:6]([CH2:9][O:10][C:11]2[CH:20]=[C:19]3[C:14]([C:15]([N:22]4[CH2:26][CH2:25][CH2:24][CH2:23]4)=[CH:16][C:17]([CH3:21])=[N:18]3)=[CH:13][CH:12]=2)=[CH:5][CH:4]=1.[NH:27]1[CH2:32][CH2:31][O:30][CH2:29][CH2:28]1. No catalyst specified. The product is [ClH:2].[CH3:21][C:17]1[CH:16]=[C:15]([N:22]2[CH2:26][CH2:25][CH2:24][CH2:23]2)[C:14]2[C:19](=[CH:20][C:11]([O:10][CH2:9][C:6]3[CH:7]=[N:8][C:3]([N:27]4[CH2:32][CH2:31][O:30][CH2:29][CH2:28]4)=[CH:4][CH:5]=3)=[CH:12][CH:13]=2)[N:18]=1. The yield is 0.180. (4) The reactants are [CH:1]1([CH2:4][NH:5][C:6]([C:8]2[C:16]3[C:11](=[CH:12][C:13]([O:17]C)=[CH:14][CH:15]=3)[N:10]([CH3:19])[C:9]=2[CH3:20])=[O:7])[CH2:3][CH2:2]1.C(Cl)Cl. No catalyst specified. The product is [CH:1]1([CH2:4][NH:5][C:6]([C:8]2[C:16]3[C:11](=[CH:12][C:13]([OH:17])=[CH:14][CH:15]=3)[N:10]([CH3:19])[C:9]=2[CH3:20])=[O:7])[CH2:3][CH2:2]1. The yield is 0.770. (5) No catalyst specified. The yield is 0.750. The product is [Cl:1][C:2]1[CH:3]=[C:4]([NH:5][CH:12]([C:14]2[CH:15]=[C:16]([C:31]([N:33]([CH3:35])[CH3:34])=[O:32])[CH:17]=[C:18]3[C:23]=2[O:22][C:21]([N:24]2[CH2:29][CH2:28][O:27][CH2:26][CH2:25]2)=[CH:20][C:19]3=[O:30])[CH3:13])[CH:6]=[C:7]([F:9])[CH:8]=1. The reactants are [Cl:1][C:2]1[CH:3]=[C:4]([CH:6]=[C:7]([F:9])[CH:8]=1)[NH2:5].Br.Br[CH:12]([C:14]1[CH:15]=[C:16]([C:31]([N:33]([CH3:35])[CH3:34])=[O:32])[CH:17]=[C:18]2[C:23]=1[O:22][C:21]([N:24]1[CH2:29][CH2:28][O:27][CH2:26][CH2:25]1)=[CH:20][C:19]2=[O:30])[CH3:13]. (6) The reactants are [NH2:1][C:2]1[CH:3]=[N:4][CH:5]=[CH:6][CH:7]=1.[NH2:8][C:9]1[C:10]([C:16](OC)=[O:17])=[N:11][C:12]([Br:15])=[CH:13][N:14]=1.N12CCCN=C1CCCCC2. The catalyst is O. The product is [NH2:8][C:9]1[C:10]([C:16]([NH:1][C:2]2[CH:3]=[N:4][CH:5]=[CH:6][CH:7]=2)=[O:17])=[N:11][C:12]([Br:15])=[CH:13][N:14]=1. The yield is 0.590. (7) The catalyst is CO. The reactants are [C:1]([CH2:9][C:10]#[N:11])(=O)[C:2]1[CH:7]=[CH:6][CH:5]=[CH:4][CH:3]=1.[CH3:12][NH:13][NH2:14]. The product is [CH3:12][N:13]1[C:10]([NH2:11])=[CH:9][C:1]([C:2]2[CH:7]=[CH:6][CH:5]=[CH:4][CH:3]=2)=[N:14]1. The yield is 0.710. (8) The reactants are Cl.[Cl:2][C:3]1[C:12]2[C:7](=[CH:8][C:9]([F:14])=[C:10]([I:13])[CH:11]=2)[N:6]=[CH:5][N:4]=1.O1CCOCC1.Cl.[CH2:22]([O:29][C:30]1[CH:36]=[CH:35][C:33]([NH2:34])=[CH:32][CH:31]=1)[C:23]1[CH:28]=[CH:27][CH:26]=[CH:25][CH:24]=1. The catalyst is ClCCl. The product is [ClH:2].[CH2:22]([O:29][C:30]1[CH:31]=[CH:32][C:33]([NH:34][C:3]2[C:12]3[C:7](=[CH:8][C:9]([F:14])=[C:10]([I:13])[CH:11]=3)[N:6]=[CH:5][N:4]=2)=[CH:35][CH:36]=1)[C:23]1[CH:24]=[CH:25][CH:26]=[CH:27][CH:28]=1. The yield is 0.790. (9) The reactants are [ClH:1].O1CCOC[CH2:3]1.[NH:8]([C:10]1[CH:18]=[CH:17][C:13]([C:14]([OH:16])=[O:15])=[CH:12][CH:11]=1)[NH2:9]. The catalyst is CO. The product is [Cl-:1].[CH3:3][O:15][C:14]([C:13]1[CH:12]=[CH:11][C:10]([NH:8][NH3+:9])=[CH:18][CH:17]=1)=[O:16]. The yield is 0.820. (10) The reactants are [CH2:1]([CH:3]([C:9](=O)[CH3:10])[C:4]([O:6][CH2:7][CH3:8])=[O:5])[CH3:2].C([O-])(=O)C.[NH4+:16].N.S([O-])([O-])(=O)=O.[Na+].[Na+]. The catalyst is CO. The product is [NH2:16]/[C:9](/[CH3:10])=[C:3](/[CH2:1][CH3:2])\[C:4]([O:6][CH2:7][CH3:8])=[O:5]. The yield is 0.820.